From a dataset of Peptide-MHC class I binding affinity with 185,985 pairs from IEDB/IMGT. Regression. Given a peptide amino acid sequence and an MHC pseudo amino acid sequence, predict their binding affinity value. This is MHC class I binding data. (1) The peptide sequence is SRSKPAAMY. The MHC is HLA-B57:01 with pseudo-sequence HLA-B57:01. The binding affinity (normalized) is 0.0847. (2) The peptide sequence is HFKVGWAW. The MHC is Mamu-B52 with pseudo-sequence Mamu-B52. The binding affinity (normalized) is 0.685. (3) The peptide sequence is TAVIRFQQL. The MHC is H-2-Kb with pseudo-sequence H-2-Kb. The binding affinity (normalized) is 0.626. (4) The peptide sequence is ATIMPHNLY. The MHC is HLA-A23:01 with pseudo-sequence HLA-A23:01. The binding affinity (normalized) is 0.0847. (5) The peptide sequence is FPFKYAAAF. The MHC is HLA-B57:01 with pseudo-sequence HLA-B57:01. The binding affinity (normalized) is 0.114.